Dataset: Full USPTO retrosynthesis dataset with 1.9M reactions from patents (1976-2016). Task: Predict the reactants needed to synthesize the given product. (1) Given the product [N+:14]([O-:17])([O-:16])=[O:15].[NH:7]1[C:8]2[C:4](=[CH:3][C:2]([NH:1][C:12]([NH2:13])=[NH2+:11])=[CH:10][CH:9]=2)[CH:5]=[N:6]1, predict the reactants needed to synthesize it. The reactants are: [NH2:1][C:2]1[CH:3]=[C:4]2[C:8](=[CH:9][CH:10]=1)[NH:7][N:6]=[CH:5]2.[N:11]#[C:12][NH2:13].[N+:14]([O-:17])([OH:16])=[O:15]. (2) Given the product [CH:25]([NH:28][C:29]([NH:23][C:18]1[CH:19]=[C:20]2[C:15](=[CH:16][CH:17]=1)[N:14]=[C:13]([NH:12][CH:10]1[C:11]3[C:7](=[CH:6][C:5]([CH3:24])=[CH:4][C:3]=3[O:2][CH3:1])[CH2:8][CH2:9]1)[CH:22]=[CH:21]2)=[O:30])([CH3:27])[CH3:26], predict the reactants needed to synthesize it. The reactants are: [CH3:1][O:2][C:3]1[CH:4]=[C:5]([CH3:24])[CH:6]=[C:7]2[C:11]=1[CH:10]([NH:12][C:13]1[CH:22]=[CH:21][C:20]3[C:15](=[CH:16][CH:17]=[C:18]([NH2:23])[CH:19]=3)[N:14]=1)[CH2:9][CH2:8]2.[CH:25]([N:28]=[C:29]=[O:30])([CH3:27])[CH3:26]. (3) Given the product [I:1][C:2]1[O:3][C:4]([C:12]2[CH:17]=[CH:16][C:15]([O:18][CH3:19])=[CH:14][CH:13]=2)=[C:5]([C:7]([OH:9])=[O:8])[N:6]=1, predict the reactants needed to synthesize it. The reactants are: [I:1][C:2]1[O:3][C:4]([C:12]2[CH:17]=[CH:16][C:15]([O:18][CH3:19])=[CH:14][CH:13]=2)=[C:5]([C:7]([O:9]CC)=[O:8])[N:6]=1.[OH-].C[Sn+](C)C. (4) The reactants are: C([N:4]1[C:8]2[CH:9]=[C:10]([C:12]([O:14]C)=[O:13])[S:11][C:7]=2[CH:6]=[N:5]1)(=O)C.[OH-].[K+]. Given the product [NH:4]1[C:8]2[CH:9]=[C:10]([C:12]([OH:14])=[O:13])[S:11][C:7]=2[CH:6]=[N:5]1, predict the reactants needed to synthesize it. (5) The reactants are: [O:1]=[C:2]1[O:6][C@H:5]([C:7]([OH:9])=O)[CH2:4][CH2:3]1.C(N(CC)CC)C.[Cl:17][C:18]1[CH:19]=[C:20]([NH:25][C:26]2[C:35]3[C:30](=[CH:31][C:32]([O:39][CH2:40][CH2:41][N:42]4[CH2:47][CH2:46][NH:45][CH2:44][CH2:43]4)=[C:33]([N+:36]([O-:38])=[O:37])[CH:34]=3)[N:29]=[CH:28][N:27]=2)[CH:21]=[CH:22][C:23]=1[F:24].N1(OC(N(C)C)=[N+](C)C)C2C=CC=CC=2N=N1.F[B-](F)(F)F. Given the product [Cl:17][C:18]1[CH:19]=[C:20]([NH:25][C:26]2[C:35]3[C:30](=[CH:31][C:32]([O:39][CH2:40][CH2:41][N:42]4[CH2:47][CH2:46][N:45]([C:7]([C@H:5]5[O:6][C:2](=[O:1])[CH2:3][CH2:4]5)=[O:9])[CH2:44][CH2:43]4)=[C:33]([N+:36]([O-:38])=[O:37])[CH:34]=3)[N:29]=[CH:28][N:27]=2)[CH:21]=[CH:22][C:23]=1[F:24], predict the reactants needed to synthesize it. (6) The reactants are: [NH2:1][C:2]1[CH:3]=[C:4]([C@@H:8]([O:38][Si](CC)(CC)CC)[CH2:9][N:10](C(OC(C)(C)C)=O)[CH2:11][CH2:12][O:13][C:14]2[CH:22]=[C:21]3[C:17]([C:18]([CH3:30])=[N:19][N:20]3C(OC(C)(C)C)=O)=[CH:16][CH:15]=2)[CH:5]=[CH:6][CH:7]=1.N1C=CC=CC=1.[F:52][C:53]1[CH:58]=[CH:57][CH:56]=[CH:55][C:54]=1[S:59]([Cl:62])(=[O:61])=[O:60].Cl.O1CCOCC1. Given the product [F:52][C:53]1[CH:58]=[CH:57][CH:56]=[CH:55][C:54]=1[S:59]([NH:1][C:2]1[CH:7]=[CH:6][CH:5]=[C:4]([C@@H:8]([OH:38])[CH2:9][NH:10][CH2:11][CH2:12][O:13][C:14]2[CH:22]=[C:21]3[C:17]([C:18]([CH3:30])=[N:19][NH:20]3)=[CH:16][CH:15]=2)[CH:3]=1)(=[O:61])=[O:60].[ClH:62], predict the reactants needed to synthesize it. (7) Given the product [NH:3]1[C:7]2[CH:8]=[CH:9][CH:10]=[CH:11][C:6]=2[N:5]=[C:4]1[CH:12]([NH2:24])[CH2:13][C:14]1[CH:19]=[C:18]([F:20])[C:17]([O:21][CH3:22])=[C:16]([F:23])[CH:15]=1, predict the reactants needed to synthesize it. The reactants are: N#N.[NH:3]1[C:7]2[CH:8]=[CH:9][CH:10]=[CH:11][C:6]=2[N:5]=[C:4]1[CH:12]([NH:24]C(=O)OC(C)(C)C)[CH2:13][C:14]1[CH:19]=[C:18]([F:20])[C:17]([O:21][CH3:22])=[C:16]([F:23])[CH:15]=1.Cl. (8) Given the product [Cl:27][C:24]1[CH:25]=[CH:26][C:21]([C@@:17]2([OH:20])[CH2:18][CH2:19][N:14]([C:12](=[O:13])[C@H:11]([NH:10][C:8]([C@@H:5]3[CH2:6][CH2:7][C:3]4([CH2:33][CH2:34][O:35][C:36](=[O:37])[NH:2]4)[CH2:4]3)=[O:9])[CH:30]([CH3:32])[CH3:31])[CH2:15][C:16]2([CH3:29])[CH3:28])=[CH:22][CH:23]=1, predict the reactants needed to synthesize it. The reactants are: [Cl-].[NH2:2][C:3]1([CH2:33][CH2:34][OH:35])[CH2:7][CH2:6][C@@H:5]([C:8]([NH:10][C@H:11]([CH:30]([CH3:32])[CH3:31])[C:12]([N:14]2[CH2:19][CH2:18][C@@:17]([C:21]3[CH:26]=[CH:25][C:24]([Cl:27])=[CH:23][CH:22]=3)([OH:20])[C:16]([CH3:29])([CH3:28])[CH2:15]2)=[O:13])=[O:9])[CH2:4]1.[C:36](C1NC=CN=1)(C1NC=CN=1)=[O:37].C(N(CC)CC)C.